This data is from Rat liver microsome stability data. The task is: Regression/Classification. Given a drug SMILES string, predict its absorption, distribution, metabolism, or excretion properties. Task type varies by dataset: regression for continuous measurements (e.g., permeability, clearance, half-life) or binary classification for categorical outcomes (e.g., BBB penetration, CYP inhibition). Dataset: rlm. (1) The molecule is COc1cccc(CNc2ccc(S(=O)(=O)Nc3ccc(-c4ccccc4)cc3)cc2)c1O. The result is 1 (stable in rat liver microsomes). (2) The drug is c1ccc(Nc2cc3c(cn2)CN(Cc2cccs2)CCN3)cc1. The result is 1 (stable in rat liver microsomes). (3) The molecule is O=C(Nc1nc(-c2ccccc2)cs1)c1ccncc1NS(=O)(=O)c1ccc(F)cc1Cl. The result is 1 (stable in rat liver microsomes). (4) The result is 0 (unstable in rat liver microsomes). The compound is CC(C(=O)O)c1cccc(/C(=N\O)c2ccccc2)c1. (5) The compound is CCOc1ccc(CCNC(=O)c2cc3cnccc3n2Cc2cccc(C)n2)cc1OCC. The result is 1 (stable in rat liver microsomes). (6) The drug is NC(=O)[C@]12CC3CC(C1)[C@@H](OC(=O)N1CC[C@@H](Nc4ccc(C(F)(F)F)cn4)C1)C(C3)C2. The result is 0 (unstable in rat liver microsomes).